This data is from Reaction yield outcomes from USPTO patents with 853,638 reactions. The task is: Predict the reaction yield, written as a fraction of the theoretical maximum amount of product (1.0 means a 100% yield; for example, 0.34 means a 34% yield). (1) The product is [O:26]=[C:20]([NH:9][CH2:10][C:11](=[O:12])[C:13]1[CH:18]=[CH:17][CH:16]=[CH:15][CH:14]=1)[C:21]([O:23][CH2:24][CH3:25])=[O:22]. The reactants are C(N(CC)CC)C.Cl.[NH2:9][CH2:10][C:11]([C:13]1[CH:18]=[CH:17][CH:16]=[CH:15][CH:14]=1)=[O:12].Cl[C:20](=[O:26])[C:21]([O:23][CH2:24][CH3:25])=[O:22]. The yield is 0.660. The catalyst is C(Cl)Cl.O. (2) The reactants are Cl[C:2]1[N:7]=[CH:6][N:5]=[C:4]([C:8]2[NH:9][C:10]3[C:15]([CH:16]=2)=[CH:14][CH:13]=[CH:12][CH:11]=3)[CH:3]=1.[F:17][C:18]1[CH:23]=[CH:22][C:21]([C:24]2[O:25][C:26]3[CH:36]=[C:35]([N:37]([CH3:42])[S:38]([CH3:41])(=[O:40])=[O:39])[C:34](B4OC(C)(C)C(C)(C)O4)=[CH:33][C:27]=3[C:28]=2[C:29]([NH:31][CH3:32])=[O:30])=[CH:20][CH:19]=1.CC(C1C=C(C(C)C)C(C2C=CC=CC=2P(C2CCCCC2)C2CCCCC2)=C(C(C)C)C=1)C. The catalyst is O1CCOCC1.O.O.C1C=CC(/C=C/C(/C=C/C2C=CC=CC=2)=O)=CC=1.C1C=CC(/C=C/C(/C=C/C2C=CC=CC=2)=O)=CC=1.C1C=CC(/C=C/C(/C=C/C2C=CC=CC=2)=O)=CC=1.[Pd].[Pd]. The product is [NH:9]1[C:10]2[C:15](=[CH:14][CH:13]=[CH:12][CH:11]=2)[CH:16]=[C:8]1[C:4]1[N:5]=[CH:6][N:7]=[C:2]([C:34]2[C:35]([N:37]([CH3:42])[S:38]([CH3:41])(=[O:40])=[O:39])=[CH:36][C:26]3[O:25][C:24]([C:21]4[CH:22]=[CH:23][C:18]([F:17])=[CH:19][CH:20]=4)=[C:28]([C:29]([NH:31][CH3:32])=[O:30])[C:27]=3[CH:33]=2)[CH:3]=1. The yield is 0.180. (3) The reactants are C([N:8]1[CH2:13][C:12]2([CH2:18][CH2:17][N:16]([C:19]([O:21][C:22]([CH3:25])([CH3:24])[CH3:23])=[O:20])[CH2:15][CH2:14]2)[O:11][CH:10]([C:26]([O:28][CH3:29])=[O:27])[CH2:9]1)C1C=CC=CC=1.C([O-])=O.[NH4+]. The catalyst is CCO.[Pd]. The product is [O:11]1[C:12]2([CH2:18][CH2:17][N:16]([C:19]([O:21][C:22]([CH3:25])([CH3:24])[CH3:23])=[O:20])[CH2:15][CH2:14]2)[CH2:13][NH:8][CH2:9][CH:10]1[C:26]([O:28][CH3:29])=[O:27]. The yield is 0.740. (4) The yield is 0.600. The catalyst is ClCCl. The product is [Cl:21][C:12]([Cl:11])([Cl:20])[C:13]([C:15]1[NH:16][CH:17]=[C:18]([C:8](=[O:9])[CH2:7][C:1]2[CH:6]=[CH:5][CH:4]=[CH:3][CH:2]=2)[CH:19]=1)=[O:14]. The reactants are [C:1]1([CH2:7][C:8](Cl)=[O:9])[CH:6]=[CH:5][CH:4]=[CH:3][CH:2]=1.[Cl:11][C:12]([Cl:21])([Cl:20])[C:13]([C:15]1[NH:16][CH:17]=[CH:18][CH:19]=1)=[O:14].[Cl-].[Cl-].[Cl-].[Al+3]. (5) The reactants are [C:1](Cl)(=[O:4])[CH:2]=[CH2:3].[NH2:6][C:7]1[CH:8]=[C:9]([C:13]([F:36])([F:35])[C:14]2[C:19]([F:20])=[CH:18][N:17]=[C:16]([NH:21][C:22]3[CH:27]=[CH:26][C:25]([N:28]4[CH2:33][CH2:32][N:31]([CH3:34])[CH2:30][CH2:29]4)=[CH:24][CH:23]=3)[N:15]=2)[CH:10]=[CH:11][CH:12]=1.C(N(C(C)C)CC)(C)C.Cl. The catalyst is C(Cl)Cl.C1COCC1.O. The product is [F:36][C:13]([F:35])([C:14]1[C:19]([F:20])=[CH:18][N:17]=[C:16]([NH:21][C:22]2[CH:23]=[CH:24][C:25]([N:28]3[CH2:33][CH2:32][N:31]([CH3:34])[CH2:30][CH2:29]3)=[CH:26][CH:27]=2)[N:15]=1)[C:9]1[CH:8]=[C:7]([NH:6][C:1](=[O:4])[CH:2]=[CH2:3])[CH:12]=[CH:11][CH:10]=1. The yield is 0.920. (6) The reactants are C([NH:8][C@H:9]([C:11](O)=[O:12])[CH3:10])(OC(C)(C)C)=O.[CH2:14]([S:16]([C:19]1[CH:20]=[C:21]([C:25]2[C:30]3[C:31]4[CH:37]=[C:36]([CH3:38])[CH:35]=[N:34][C:32]=4[NH:33][C:29]=3[C:28]([O:39][CH2:40][C@H:41]([OH:43])[CH3:42])=[N:27][CH:26]=2)[CH:22]=[CH:23][CH:24]=1)(=[O:18])=[O:17])[CH3:15]. No catalyst specified. The product is [CH2:14]([S:16]([C:19]1[CH:20]=[C:21]([C:25]2[C:30]3[C:31]4[CH:37]=[C:36]([CH3:38])[CH:35]=[N:34][C:32]=4[NH:33][C:29]=3[C:28]([O:39][CH2:40][C@H:41]([O:43][C:11](=[O:12])[C@H:9]([CH3:10])[NH2:8])[CH3:42])=[N:27][CH:26]=2)[CH:22]=[CH:23][CH:24]=1)(=[O:17])=[O:18])[CH3:15]. The yield is 0.790. (7) The reactants are [NH2:1][C:2]([CH3:6])([CH3:5])[CH2:3][OH:4].[H-].[Na+].[O:9]1[C:13]2[CH:14]=[CH:15][CH:16]=[CH:17][C:12]=2[CH:11]=[C:10]1[C:18]1[N:22]2[N:23]=[C:24](Cl)[CH:25]=[CH:26][C:21]2=[N:20][CH:19]=1. The catalyst is CN(C=O)C. The product is [O:9]1[C:13]2[CH:14]=[CH:15][CH:16]=[CH:17][C:12]=2[CH:11]=[C:10]1[C:18]1[N:22]2[N:23]=[C:24]([O:4][CH2:3][C:2]([CH3:6])([NH2:1])[CH3:5])[CH:25]=[CH:26][C:21]2=[N:20][CH:19]=1. The yield is 0.560. (8) The reactants are C(C1C=CC=C2C=1N=C(C1(C3C=CC=CC=3)CC1)C(O)=[C:8]2[C:23]([OH:25])=[O:24])C.[CH3:26][C:27]1[CH:28]=[C:29]2[C:33](=[CH:34][CH:35]=1)[NH:32][C:31](=O)[C:30]2=[O:37].C(OCC([C:45]1([C:48]2[CH:53]=[CH:52][C:51]([Cl:54])=[CH:50][CH:49]=2)[CH2:47][CH2:46]1)=O)(=O)C. No catalyst specified. The product is [Cl:54][C:51]1[CH:50]=[CH:49][C:48]([C:45]2([C:31]3[C:30]([OH:37])=[C:8]([C:23]([OH:25])=[O:24])[C:29]4[C:33](=[CH:34][CH:35]=[C:27]([CH3:26])[CH:28]=4)[N:32]=3)[CH2:46][CH2:47]2)=[CH:53][CH:52]=1. The yield is 0.280. (9) The reactants are [Cl:1][C:2]1[CH:11]=[C:10]([C:12](=[O:22])[CH2:13][CH2:14][C:15]2[CH:20]=[CH:19][CH:18]=[C:17]([OH:21])[CH:16]=2)[CH:9]=[CH:8][C:3]=1[C:4]([O:6]C)=[O:5].[OH-].[Na+]. No catalyst specified. The product is [Cl:1][C:2]1[CH:11]=[C:10]([C:12](=[O:22])[CH2:13][CH2:14][C:15]2[CH:20]=[CH:19][CH:18]=[C:17]([OH:21])[CH:16]=2)[CH:9]=[CH:8][C:3]=1[C:4]([OH:6])=[O:5]. The yield is 0.790.